Task: Predict the reactants needed to synthesize the given product.. Dataset: Full USPTO retrosynthesis dataset with 1.9M reactions from patents (1976-2016) (1) Given the product [CH3:30][CH:9]([CH3:10])[CH2:8][B:13]1[O:17][C@@H:16]2[CH2:18][C@@H:19]3[CH2:22][C@H:21]([C@:15]2([CH3:25])[O:14]1)[C:20]3([CH3:24])[CH3:23], predict the reactants needed to synthesize it. The reactants are: C[Si](C)(C)N([C@H:8]([B:13]1[O:17][C@@H:16]2[CH2:18][C@@H:19]3[CH2:22][C@H:21]([C@:15]2([CH3:25])[O:14]1)[C:20]3([CH3:24])[CH3:23])[CH2:9][CH:10](C)C)[Si](C)(C)C.Cl.O1CCOC[CH2:30]1. (2) Given the product [NH2:16][CH2:15][C:14]1[CH:17]=[CH:18][C:11]([NH:10][CH2:9][C:8]([C:5]2[CH:4]=[CH:3][C:2]([F:1])=[CH:7][CH:6]=2)([CH3:20])[CH3:19])=[N:12][CH:13]=1, predict the reactants needed to synthesize it. The reactants are: [F:1][C:2]1[CH:7]=[CH:6][C:5]([C:8]([CH3:20])([CH3:19])[CH2:9][NH:10][C:11]2[CH:18]=[CH:17][C:14]([C:15]#[N:16])=[CH:13][N:12]=2)=[CH:4][CH:3]=1.[H-].[Al+3].[Li+].[H-].[H-].[H-].C1COCC1.